From a dataset of Catalyst prediction with 721,799 reactions and 888 catalyst types from USPTO. Predict which catalyst facilitates the given reaction. (1) Reactant: C([O:4][C:5]1[CH:22]=[CH:21][C:20]2[C@@H:19]3[C@H:10]([C@H:11]4[C@@:15]([CH2:17][C@@H:18]3[CH2:23][CH2:24][CH2:25][CH2:26][CH2:27][CH2:28][CH2:29][CH2:30][CH2:31][S:32]([CH2:35][CH2:36][CH2:37][C:38]([F:44])([F:43])[C:39]([F:42])([F:41])[F:40])(=[O:34])=[O:33])([CH3:16])[C@@H:14]([O:45][C:46](=[O:48])[CH3:47])[CH2:13][CH2:12]4)[CH2:9][CH2:8][C:7]=2[CH:6]=1)(=O)C.O.C(=O)(O)[O-].[K+].Cl. Product: [C:46]([O:45][C@H:14]1[CH2:13][CH2:12][C@H:11]2[C@H:10]3[C@H:19]([C@@H:18]([CH2:23][CH2:24][CH2:25][CH2:26][CH2:27][CH2:28][CH2:29][CH2:30][CH2:31][S:32]([CH2:35][CH2:36][CH2:37][C:38]([F:43])([F:44])[C:39]([F:40])([F:41])[F:42])(=[O:33])=[O:34])[CH2:17][C@:15]12[CH3:16])[C:20]1[CH:21]=[CH:22][C:5]([OH:4])=[CH:6][C:7]=1[CH2:8][CH2:9]3)(=[O:48])[CH3:47]. The catalyst class is: 5. (2) Reactant: [Br-].O=[C:3]1[CH2:8][CH2:7][N:6]([C:9]([O:11][C:12]([CH3:15])([CH3:14])[CH3:13])=[O:10])[CH2:5][CH2:4]1.[C:16](O[K])(C)(C)C. Product: [CH2:16]=[C:3]1[CH2:8][CH2:7][N:6]([C:9]([O:11][C:12]([CH3:15])([CH3:14])[CH3:13])=[O:10])[CH2:5][CH2:4]1. The catalyst class is: 7. (3) The catalyst class is: 11. Reactant: [Cl:1][C:2]1[CH:10]=[C:9]([O:11][Si:12]([CH:19]([CH3:21])[CH3:20])([CH:16]([CH3:18])[CH3:17])[CH:13]([CH3:15])[CH3:14])[CH:8]=[C:7]([Cl:22])[C:3]=1[C:4](O)=[O:5].S(Cl)(Cl)=O.CCN(C(C)C)C(C)C.[CH3:36][O:37][C:38](=[O:56])[C@@H:39]([NH:48][C:49]([O:51][C:52]([CH3:55])([CH3:54])[CH3:53])=[O:50])[CH2:40][C:41]1[CH:46]=[CH:45][C:44]([NH2:47])=[CH:43][CH:42]=1. Product: [CH3:36][O:37][C:38](=[O:56])[C@@H:39]([NH:48][C:49]([O:51][C:52]([CH3:54])([CH3:53])[CH3:55])=[O:50])[CH2:40][C:41]1[CH:46]=[CH:45][C:44]([NH:47][C:4](=[O:5])[C:3]2[C:7]([Cl:22])=[CH:8][C:9]([O:11][Si:12]([CH:19]([CH3:20])[CH3:21])([CH:16]([CH3:17])[CH3:18])[CH:13]([CH3:14])[CH3:15])=[CH:10][C:2]=2[Cl:1])=[CH:43][CH:42]=1. (4) The catalyst class is: 60. Reactant: [CH2:1]([N:3]1[C:11]2[C:6](=[CH:7][CH:8]=[CH:9][CH:10]=2)[CH2:5][C:4]1=[O:12])[CH3:2]. Product: [CH2:1]([N:3]1[C:11]2[C:6](=[CH:7][CH:8]=[CH:9][CH:10]=2)[C:5](=[C:4]2[CH2:5][CH2:6][CH2:11][N:3]2[CH3:1])[C:4]1=[O:12])[CH3:2]. (5) Reactant: [Cl:1][C:2]1[CH:17]=[CH:16][C:5]2[S:6][CH:7]=[C:8]([CH2:9][P:10]([CH3:15])(=[O:14])[O:11][CH2:12][CH3:13])[C:4]=2[CH:3]=1.C[Si]([N-][Si](C)(C)C)(C)C.[Na+].[C:28](=[O:30])=[O:29].CC(OC)(C)C. Product: [Cl:1][C:2]1[CH:17]=[CH:16][C:5]2[S:6][CH:7]=[C:8]([CH:9]([P:10]([O:11][CH2:12][CH3:13])([CH3:15])=[O:14])[C:28]([OH:30])=[O:29])[C:4]=2[CH:3]=1. The catalyst class is: 1.